This data is from Forward reaction prediction with 1.9M reactions from USPTO patents (1976-2016). The task is: Predict the product of the given reaction. (1) Given the reactants Br[C:2]1[CH:7]=[CH:6][C:5]([S:8]([CH3:11])(=[O:10])=[O:9])=[CH:4][C:3]=1[F:12].C(N(CC)CC)C.[C:20]([C:22]1[N:26]([CH:27]2[CH2:32][CH2:31][N:30]([C:33]([O:35][CH:36]([CH3:38])[CH3:37])=[O:34])[CH2:29][CH2:28]2)[N:25]=[CH:24][C:23]=1[C:39]#[CH:40])#[N:21], predict the reaction product. The product is: [C:20]([C:22]1[N:26]([CH:27]2[CH2:28][CH2:29][N:30]([C:33]([O:35][CH:36]([CH3:37])[CH3:38])=[O:34])[CH2:31][CH2:32]2)[N:25]=[CH:24][C:23]=1[C:39]#[C:40][C:2]1[CH:7]=[CH:6][C:5]([S:8]([CH3:11])(=[O:10])=[O:9])=[CH:4][C:3]=1[F:12])#[N:21]. (2) The product is: [CH3:24][CH2:23][N:22]([CH:18]([CH3:19])[CH3:17])[CH:2]([CH3:3])[CH3:1].[CH:6]([N:22]([CH2:23][CH3:24])[CH:18]([CH3:19])[CH3:17])([CH3:7])[CH3:5]. Given the reactants [CH3:1][CH:2](O)[CH3:3].[CH3:5][CH:6](O)[CH3:7].CCOC(NC1C=[CH:17][C:18]([NH:22][CH2:23][C:24]2C=CC(F)=CC=2)=[CH:19]C=1N)=O, predict the reaction product.